Dataset: Catalyst prediction with 721,799 reactions and 888 catalyst types from USPTO. Task: Predict which catalyst facilitates the given reaction. (1) Reactant: [NH2:1][C:2]1[CH:10]=[C:9]2[C:5]([CH2:6][C:7](=[O:11])[NH:8]2)=[CH:4][CH:3]=1.C(N(CC)CC)C.[C:19](Cl)(=[O:26])[C:20]1[CH:25]=[CH:24][CH:23]=[CH:22][CH:21]=1.[NH4+].[Cl-]. The catalyst class is: 135. Product: [O:11]=[C:7]1[CH2:6][C:5]2[C:9](=[CH:10][C:2]([NH:1][C:19](=[O:26])[C:20]3[CH:25]=[CH:24][CH:23]=[CH:22][CH:21]=3)=[CH:3][CH:4]=2)[NH:8]1. (2) Reactant: [CH3:1][C:2]1[CH:6]=[CH:5][S:4][C:3]=1[C:7]1[C:8](=[O:18])[NH:9][C:10](=[O:17])[N:11]([CH2:13][CH2:14][CH:15]=O)[CH:12]=1.[F:19][C:20]([F:34])([F:33])[C:21]1[CH:26]=[CH:25][C:24]([C@:27]23[CH2:32][C@H:31]2[CH2:30][NH:29][CH2:28]3)=[CH:23][CH:22]=1.CC(O)=O.[BH-](OC(C)=O)(OC(C)=O)OC(C)=O.[Na+].[Cl:53]CCCl. The catalyst class is: 27. Product: [ClH:53].[CH3:1][C:2]1[CH:6]=[CH:5][S:4][C:3]=1[C:7]1[C:8](=[O:18])[NH:9][C:10](=[O:17])[N:11]([CH2:13][CH2:14][CH2:15][N:29]2[CH2:30][C@H:31]3[C@:27]([C:24]4[CH:23]=[CH:22][C:21]([C:20]([F:19])([F:34])[F:33])=[CH:26][CH:25]=4)([CH2:32]3)[CH2:28]2)[CH:12]=1. (3) Reactant: [Br:1][C:2]1[CH:3]=[C:4]([CH2:28][CH:29]([OH:34])[C:30]([O:32][CH3:33])=[O:31])[CH:5]=[C:6]([Br:27])[C:7]=1[O:8][C:9]1[CH:14]=[C:13](/[CH:15]=[CH:16]/[C:17]2[CH:22]=[CH:21][CH:20]=[CH:19][CH:18]=2)[C:12]([OH:23])=[C:11]([CH:24]([CH3:26])[CH3:25])[CH:10]=1. Product: [Br:1][C:2]1[CH:3]=[C:4]([CH2:28][CH:29]([OH:34])[C:30]([O:32][CH3:33])=[O:31])[CH:5]=[C:6]([Br:27])[C:7]=1[O:8][C:9]1[CH:14]=[C:13]([CH2:15][CH2:16][C:17]2[CH:22]=[CH:21][CH:20]=[CH:19][CH:18]=2)[C:12]([OH:23])=[C:11]([CH:24]([CH3:26])[CH3:25])[CH:10]=1. The catalyst class is: 458. (4) Reactant: [Cl:1][C:2]1[CH:3]=[C:4]([CH:8]=[C:9]([O:14][CH2:15][CH3:16])[C:10]=1[O:11][CH2:12][CH3:13])[C:5]([OH:7])=O.CCN=C=NCCCN(C)C.C1C=CC2N(O)N=NC=2C=1.O[NH:39]/[C:40](=[N:57]\[H])/[C:41]1[CH:42]=[CH:43][CH:44]=[C:45]2[C:49]=1[NH:48][CH:47]=[C:46]2[CH2:50][CH2:51][C:52]([O:54][CH2:55]C)=[O:53].CCCC[N+](CCCC)(CCCC)CCCC.[F-]. Product: [Cl:1][C:2]1[CH:3]=[C:4]([C:5]2[O:7][N:57]=[C:40]([C:41]3[CH:42]=[CH:43][CH:44]=[C:45]4[C:49]=3[NH:48][CH:47]=[C:46]4[CH2:50][CH2:51][C:52]([O:54][CH3:55])=[O:53])[N:39]=2)[CH:8]=[C:9]([O:14][CH2:15][CH3:16])[C:10]=1[O:11][CH2:12][CH3:13]. The catalyst class is: 7. (5) Reactant: [Br-].[C:2](=[S:4])=[S:3].Br[CH:6]([C:9]1[CH:14]=[CH:13][CH:12]=[CH:11][CH:10]=1)[C:7]#[N:8].O. Product: [CH3:6][C:9]1[CH:14]=[CH:13][C:12]([C:2]([S:4][CH:6]([C:7]#[N:8])[C:9]2[CH:14]=[CH:13][CH:12]=[CH:11][CH:10]=2)=[S:3])=[CH:11][CH:10]=1. The catalyst class is: 1. (6) Reactant: [Mg].[Br-].II.[CH:5](=[O:24])[CH2:6][CH2:7][CH2:8][CH2:9][CH2:10][CH2:11][CH2:12][CH2:13]/[CH:14]=[CH:15]\[CH2:16]/[CH:17]=[CH:18]\[CH2:19][CH2:20][CH2:21][CH2:22][CH3:23].Cl. Product: [CH3:23][CH2:22][CH2:21][CH2:20][CH2:19]/[CH:18]=[CH:17]\[CH2:16]/[CH:15]=[CH:14]\[CH2:13][CH2:12][CH2:11][CH2:10][CH2:9][CH2:8][CH2:7][CH2:6][CH:5]([OH:24])[CH2:5][CH2:6][CH2:7][CH2:8][CH2:9][CH2:10][CH2:11][CH2:12]/[CH:13]=[CH:14]/[CH2:15]/[CH:16]=[CH:17]/[CH2:18][CH2:19][CH2:20][CH2:21][CH3:22]. The catalyst class is: 20.